This data is from NCI-60 drug combinations with 297,098 pairs across 59 cell lines. The task is: Regression. Given two drug SMILES strings and cell line genomic features, predict the synergy score measuring deviation from expected non-interaction effect. Drug 1: C1=CN(C(=O)N=C1N)C2C(C(C(O2)CO)O)O.Cl. Drug 2: C1=NC2=C(N=C(N=C2N1C3C(C(C(O3)CO)O)F)Cl)N. Cell line: A498. Synergy scores: CSS=16.2, Synergy_ZIP=-1.01, Synergy_Bliss=2.75, Synergy_Loewe=-2.44, Synergy_HSA=0.0685.